Dataset: NCI-60 drug combinations with 297,098 pairs across 59 cell lines. Task: Regression. Given two drug SMILES strings and cell line genomic features, predict the synergy score measuring deviation from expected non-interaction effect. (1) Synergy scores: CSS=-3.72, Synergy_ZIP=0.771, Synergy_Bliss=-1.45, Synergy_Loewe=-3.38, Synergy_HSA=-3.21. Drug 2: COC1=C2C(=CC3=C1OC=C3)C=CC(=O)O2. Cell line: UO-31. Drug 1: C1CC(=O)NC(=O)C1N2CC3=C(C2=O)C=CC=C3N. (2) Drug 1: CC1CCC2CC(C(=CC=CC=CC(CC(C(=O)C(C(C(=CC(C(=O)CC(OC(=O)C3CCCCN3C(=O)C(=O)C1(O2)O)C(C)CC4CCC(C(C4)OC)O)C)C)O)OC)C)C)C)OC. Drug 2: C(CCl)NC(=O)N(CCCl)N=O. Cell line: HL-60(TB). Synergy scores: CSS=13.6, Synergy_ZIP=-2.99, Synergy_Bliss=4.74, Synergy_Loewe=6.03, Synergy_HSA=4.13. (3) Drug 1: CC1C(C(CC(O1)OC2CC(CC3=C2C(=C4C(=C3O)C(=O)C5=C(C4=O)C(=CC=C5)OC)O)(C(=O)CO)O)N)O.Cl. Cell line: U251. Drug 2: C1=CC(=CC=C1CCC2=CNC3=C2C(=O)NC(=N3)N)C(=O)NC(CCC(=O)O)C(=O)O. Synergy scores: CSS=42.0, Synergy_ZIP=5.60, Synergy_Bliss=5.72, Synergy_Loewe=-11.0, Synergy_HSA=3.59. (4) Drug 1: CC(C1=C(C=CC(=C1Cl)F)Cl)OC2=C(N=CC(=C2)C3=CN(N=C3)C4CCNCC4)N. Drug 2: CC1=C(C=C(C=C1)C(=O)NC2=CC(=CC(=C2)C(F)(F)F)N3C=C(N=C3)C)NC4=NC=CC(=N4)C5=CN=CC=C5. Cell line: TK-10. Synergy scores: CSS=-0.445, Synergy_ZIP=-1.44, Synergy_Bliss=-0.426, Synergy_Loewe=-3.20, Synergy_HSA=-1.70. (5) Drug 1: C1CCN(CC1)CCOC2=CC=C(C=C2)C(=O)C3=C(SC4=C3C=CC(=C4)O)C5=CC=C(C=C5)O. Drug 2: CCCCCOC(=O)NC1=NC(=O)N(C=C1F)C2C(C(C(O2)C)O)O. Cell line: K-562. Synergy scores: CSS=3.31, Synergy_ZIP=1.59, Synergy_Bliss=3.40, Synergy_Loewe=-5.41, Synergy_HSA=-4.54.